This data is from CYP2D6 inhibition data for predicting drug metabolism from PubChem BioAssay. The task is: Regression/Classification. Given a drug SMILES string, predict its absorption, distribution, metabolism, or excretion properties. Task type varies by dataset: regression for continuous measurements (e.g., permeability, clearance, half-life) or binary classification for categorical outcomes (e.g., BBB penetration, CYP inhibition). Dataset: cyp2d6_veith. The drug is CC1(C)[C@@H]2CC[C@@]1(CS(=O)(=O)Nc1ccccc1)C(=O)C2. The result is 0 (non-inhibitor).